This data is from Forward reaction prediction with 1.9M reactions from USPTO patents (1976-2016). The task is: Predict the product of the given reaction. (1) The product is: [C:28]([C:26]1[N:27]=[C:23]([NH:22][C:20]([C:18]2[CH:17]=[CH:16][N:13]3[C:14](=[O:15])[C:9](/[CH:8]=[CH:7]/[C:6]([OH:45])=[O:5])=[C:10]([N:32]4[CH2:37][CH2:36][CH2:35][CH:34]([CH2:38][C:39]([NH:41][CH2:42][CH2:43][OH:44])=[O:40])[CH2:33]4)[N:11]=[C:12]3[CH:19]=2)=[O:21])[S:24][CH:25]=1)([CH3:31])([CH3:29])[CH3:30]. Given the reactants C([O:5][C:6](=[O:45])/[CH:7]=[CH:8]/[C:9]1[C:14](=[O:15])[N:13]2[CH:16]=[CH:17][C:18]([C:20]([NH:22][C:23]3[S:24][CH:25]=[C:26]([C:28]([CH3:31])([CH3:30])[CH3:29])[N:27]=3)=[O:21])=[CH:19][C:12]2=[N:11][C:10]=1[N:32]1[CH2:37][CH2:36][CH2:35][CH:34]([CH2:38][C:39]([NH:41][CH2:42][CH2:43][OH:44])=[O:40])[CH2:33]1)(C)(C)C, predict the reaction product. (2) Given the reactants [CH2:1]([O:5][CH2:6][CH2:7][O:8][C:9]1[CH:14]=[CH:13][C:12]([C:15]2[CH:16]=[CH:17][C:18]3[N:24]([CH2:25][CH:26]([CH3:28])[CH3:27])[CH2:23][CH2:22][C:21]([C:29]([NH:31][C:32]4[CH:37]=[CH:36][C:35]([S:38][CH2:39][C:40]5[N:44]([CH2:45][C:46]#[CH:47])[CH:43]=[N:42][CH:41]=5)=[CH:34][CH:33]=4)=[O:30])=[CH:20][C:19]=3[CH:48]=2)=[CH:11][CH:10]=1)[CH2:2][CH2:3][CH3:4].ClC1C=CC=C(C(OO)=[O:57])C=1.CSC.O, predict the reaction product. The product is: [CH2:1]([O:5][CH2:6][CH2:7][O:8][C:9]1[CH:10]=[CH:11][C:12]([C:15]2[CH:16]=[CH:17][C:18]3[N:24]([CH2:25][CH:26]([CH3:27])[CH3:28])[CH2:23][CH2:22][C:21]([C:29]([NH:31][C:32]4[CH:33]=[CH:34][C:35]([S:38]([CH2:39][C:40]5[N:44]([CH2:45][C:46]#[CH:47])[CH:43]=[N:42][CH:41]=5)=[O:57])=[CH:36][CH:37]=4)=[O:30])=[CH:20][C:19]=3[CH:48]=2)=[CH:13][CH:14]=1)[CH2:2][CH2:3][CH3:4].